Dataset: Forward reaction prediction with 1.9M reactions from USPTO patents (1976-2016). Task: Predict the product of the given reaction. (1) Given the reactants Br[CH:2]([CH3:15])[C:3]([NH:5][C:6]1[CH:11]=[C:10]([CH3:12])[CH:9]=[C:8]([CH3:13])[C:7]=1[OH:14])=[O:4].C(=O)([O-])[O-].[K+].[K+].O, predict the reaction product. The product is: [CH3:15][CH:2]1[C:3](=[O:4])[NH:5][C:6]2[CH:11]=[C:10]([CH3:12])[CH:9]=[C:8]([CH3:13])[C:7]=2[O:14]1. (2) Given the reactants [OH:1][C@H:2]1[CH2:6][N:5](C(OC(C)(C)C)=O)[C@H:4]([C:14]([O:16][CH3:17])=[O:15])[CH2:3]1.[C:18]([OH:24])([C:20]([F:23])([F:22])[F:21])=[O:19], predict the reaction product. The product is: [F:21][C:20]([F:23])([F:22])[C:18]([OH:24])=[O:19].[OH:1][C@H:2]1[CH2:6][NH:5][C@H:4]([C:14]([O:16][CH3:17])=[O:15])[CH2:3]1. (3) Given the reactants ClC1C=C(C2C=NC=C(C)N=2)C=CC=1C1C(=O)NC2N=C(SC)N=CC=2C=1.OCCOC1CC(N2C(=O)C3C(=CC=CC=3)C2=O)C1.CC1(C)O[C@@H](CCO)CO1.NC1CC(OCCO)C1.C(N)C.[Cl:69][C:70]1[CH:75]=[C:74]([C:76]2[CH:81]=[N:80][CH:79]=[C:78]([CH3:82])[N:77]=2)[CH:73]=[CH:72][C:71]=1[C:83]1[C:95](=[O:96])[N:94]([CH2:97][CH2:98][O:99][CH:100]2[CH2:103][CH:102]([N:104]3C(=O)C4C(=CC=CC=4)C3=O)[CH2:101]2)[C:86]2[N:87]=[C:88]([NH:91][CH2:92][CH3:93])[N:89]=[CH:90][C:85]=2[CH:84]=1, predict the reaction product. The product is: [NH2:104][CH:102]1[CH2:103][CH:100]([O:99][CH2:98][CH2:97][N:94]2[C:86]3[N:87]=[C:88]([NH:91][CH2:92][CH3:93])[N:89]=[CH:90][C:85]=3[CH:84]=[C:83]([C:71]3[CH:72]=[CH:73][C:74]([C:76]4[CH:81]=[N:80][CH:79]=[C:78]([CH3:82])[N:77]=4)=[CH:75][C:70]=3[Cl:69])[C:95]2=[O:96])[CH2:101]1. (4) Given the reactants [Br:1][C:2]1[C:3]([CH2:8][O:9][Si:10]([C:13]([CH3:16])([CH3:15])[CH3:14])([CH3:12])[CH3:11])=[N:4][N:5]([CH3:7])[CH:6]=1.[CH2:17]1COCC1.[Li+].CC([N-]C(C)C)C.C1CCCCC1.CI.[NH4+].[Cl-], predict the reaction product. The product is: [Br:1][C:2]1[C:3]([CH2:8][O:9][Si:10]([C:13]([CH3:16])([CH3:15])[CH3:14])([CH3:11])[CH3:12])=[N:4][N:5]([CH3:7])[C:6]=1[CH3:17]. (5) Given the reactants Cl.C[O:3][C:4](=O)[C@@H:5]([NH2:14])[CH2:6][S:7][C:8]1[CH:13]=[CH:12][CH:11]=[CH:10][CH:9]=1.[H-].[Al+3].[Li+].[H-].[H-].[H-].O.[OH-].[Na+], predict the reaction product. The product is: [NH2:14][C@@H:5]([CH2:6][S:7][C:8]1[CH:13]=[CH:12][CH:11]=[CH:10][CH:9]=1)[CH2:4][OH:3]. (6) Given the reactants Br[CH2:2][C:3]1[C:12]2[C:7](=[C:8]([F:14])[C:9]([F:13])=[CH:10][CH:11]=2)[NH:6][C:5](=[O:15])[CH:4]=1.[CH3:16][C:17]1[N:18]([C:22]2[NH:26][C:25]3[CH:27]=[CH:28][CH:29]=[CH:30][C:24]=3[N:23]=2)[CH:19]=[CH:20][N:21]=1, predict the reaction product. The product is: [F:13][C:9]1[C:8]([F:14])=[C:7]2[C:12]([C:3]([CH2:2][N:23]3[C:24]4[CH:30]=[CH:29][CH:28]=[CH:27][C:25]=4[N:26]=[C:22]3[N:18]3[CH:19]=[CH:20][N:21]=[C:17]3[CH3:16])=[CH:4][C:5](=[O:15])[NH:6]2)=[CH:11][CH:10]=1.